Dataset: Reaction yield outcomes from USPTO patents with 853,638 reactions. Task: Predict the reaction yield, written as a fraction of the theoretical maximum amount of product (1.0 means a 100% yield; for example, 0.34 means a 34% yield). (1) The reactants are [CH2:1]([N:3]([CH2:37][CH3:38])[CH2:4][CH2:5][CH2:6][NH:7][C:8]1[N:9]=[C:10]([C:27]2[CH:28]=[C:29]([CH:33]=[CH:34][C:35]=2[CH3:36])[C:30](O)=[O:31])[C:11]2[CH:17]=[CH:16][C:15](=[O:18])[N:14]([C:19]3[C:24]([F:25])=[CH:23][CH:22]=[CH:21][C:20]=3[F:26])[C:12]=2[N:13]=1)[CH3:2].CN(C(ON1N=NC2C=CC=CC1=2)=[N+](C)C)C.F[P-](F)(F)(F)(F)F.C(N(CC)CC)C.[NH2:70][CH2:71][C:72]([NH2:74])=[O:73]. The catalyst is CN(C=O)C. The product is [NH2:74][C:72](=[O:73])[CH2:71][NH:70][C:30](=[O:31])[C:29]1[CH:33]=[CH:34][C:35]([CH3:36])=[C:27]([C:10]2[C:11]3[CH:17]=[CH:16][C:15](=[O:18])[N:14]([C:19]4[C:20]([F:26])=[CH:21][CH:22]=[CH:23][C:24]=4[F:25])[C:12]=3[N:13]=[C:8]([NH:7][CH2:6][CH2:5][CH2:4][N:3]([CH2:1][CH3:2])[CH2:37][CH3:38])[N:9]=2)[CH:28]=1. The yield is 0.310. (2) The reactants are C([Li])(C)(C)C.[CH:6]([O:9][C:10](=[S:24])[NH:11][C:12]1[CH:17]=[C:16](F)[CH:15]=[C:14]([O:19][C:20]([CH3:23])([CH3:22])[CH3:21])[CH:13]=1)([CH3:8])[CH3:7].CN(OC)[C:27](=[O:30])[CH2:28][Cl:29]. The catalyst is CC1OCCC1. The product is [C:20]([O:19][C:14]1[CH:15]=[C:16]([C:27](=[O:30])[CH2:28][Cl:29])[C:17]2[S:24][C:10]([O:9][CH:6]([CH3:8])[CH3:7])=[N:11][C:12]=2[CH:13]=1)([CH3:23])([CH3:22])[CH3:21]. The yield is 0.179. (3) The reactants are [OH:1][C:2]1[C:7](=[O:8])[NH:6][C:5]([C:9]2[CH:16]=[CH:15][C:12]([C:13]#[N:14])=[CH:11][CH:10]=2)=[N:4][CH:3]=1.[N-:17]=[N+:18]=[N-:19].[Na+]. The catalyst is CN(C=O)C.C(O)(=O)C. The product is [NH:17]1[C:13]([C:12]2[CH:11]=[CH:10][C:9]([C:5]3[NH:6][C:7](=[O:8])[C:2]([OH:1])=[CH:3][N:4]=3)=[CH:16][CH:15]=2)=[N:14][N:19]=[N:18]1. The yield is 0.510. (4) The reactants are [CH3:1][N:2]1[C:7]2[CH:8]=[CH:9][CH:10]=[CH:11][C:6]=2[C:5](=[O:12])[O:4][C:3]1=O.[NH2:14][CH2:15]C(O)=O.O.C(N(CC)CC)C. The catalyst is COCCOC.C(O)(=O)C.CCOCC. The product is [CH3:1][N:2]1[C:7]2[CH:8]=[CH:9][CH:10]=[CH:11][C:6]=2[C:5](=[O:12])[NH:14][CH2:15][C:3]1=[O:4]. The yield is 0.670. (5) The yield is 0.400. The product is [CH:8]12[O:9][CH:1]1[CH2:2][CH2:3][CH:4]=[CH:5][CH2:6][CH2:7]2. The reactants are [CH:1]12[O:9][CH:8]1[CH2:7][CH2:6][CH:5]=[CH:4][CH2:3][CH2:2]2.C(OC)(=O)C1C=CC=CC=1. No catalyst specified. (6) The reactants are C([O:8][CH2:9][CH2:10][N:11]1[C:19]2[C:14](=[CH:15][CH:16]=[C:17]([C:20]([O:22][CH3:23])=[O:21])[CH:18]=2)[C:13]([CH:24]2[CH2:29][CH2:28][CH2:27][CH2:26][CH2:25]2)=[C:12]1[C:30]1[C:31]([O:36]CC2C=CC=CC=2)=[N:32][CH:33]=[CH:34][CH:35]=1)C1C=CC=CC=1. The catalyst is C(OCC)(=O)C.[Pd]. The product is [CH:24]1([C:13]2[C:14]3[C:19](=[CH:18][C:17]([C:20]([O:22][CH3:23])=[O:21])=[CH:16][CH:15]=3)[N:11]([CH2:10][CH2:9][OH:8])[C:12]=2[C:30]2[C:31]([OH:36])=[N:32][CH:33]=[CH:34][CH:35]=2)[CH2:29][CH2:28][CH2:27][CH2:26][CH2:25]1. The yield is 0.900. (7) The reactants are [CH3:1][O:2][C:3]1[CH:4]=[C:5]([NH2:26])[CH:6]=[CH:7][C:8]=1[C:9]1[O:10][C:11]([C:14]2[C:15]([C:20]3[CH:25]=[CH:24][CH:23]=[CH:22][CH:21]=3)=[N:16][O:17][C:18]=2[CH3:19])=[N:12][N:13]=1.C(N(CC)[CH:31]([CH3:33])[CH3:32])(C)C.Br[CH2:37][CH:38]1[CH2:40][CH2:39]1.[CH3:41][Si]([N-][Si](C)(C)C)(C)C.[K+]. The catalyst is C1COCC1. The product is [CH:40]1([CH2:39][CH2:19][C:18]2[O:17][N:16]=[C:15]([C:20]3[CH:21]=[CH:22][CH:23]=[CH:24][CH:25]=3)[C:14]=2[C:11]2[O:10][C:9]([C:8]3[CH:7]=[CH:6][C:5]([NH:26][CH2:41][CH:31]4[CH2:33][CH2:32]4)=[CH:4][C:3]=3[O:2][CH3:1])=[N:13][N:12]=2)[CH2:38][CH2:37]1. The yield is 0.100.